From a dataset of Reaction yield outcomes from USPTO patents with 853,638 reactions. Predict the reaction yield, written as a fraction of the theoretical maximum amount of product (1.0 means a 100% yield; for example, 0.34 means a 34% yield). (1) The reactants are [F:1][C:2]1[CH:3]=[C:4]([CH:9]2[CH2:13][CH2:12][CH2:11][C:10]2=[O:14])[CH:5]=[CH:6][C:7]=1[F:8].[C:15](Cl)([N:17]=[C:18]=[O:19])=[O:16]. The catalyst is C(OCC)(=O)C. The product is [F:1][C:2]1[CH:3]=[C:4]([CH:9]2[C:10]3[O:14][C:18](=[O:19])[NH:17][C:15](=[O:16])[C:11]=3[CH2:12][CH2:13]2)[CH:5]=[CH:6][C:7]=1[F:8]. The yield is 0.518. (2) The reactants are Br[CH2:2][CH:3]=[CH2:4].[CH3:5][O:6][C:7]([C:9]1[C:14]([O:15][CH2:16][C:17]2[CH:22]=[CH:21][CH:20]=[CH:19][CH:18]=2)=[C:13]([OH:23])[C:12]([C:24](=[O:34])[NH:25][CH2:26][C:27]2[CH:32]=[CH:31][C:30]([F:33])=[CH:29][CH:28]=2)=[CH:11][N:10]=1)=[O:8].C(=O)([O-])[O-].[Cs+].[Cs+].[Cl-].[NH4+]. The catalyst is CN(C)C=O. The product is [CH3:5][O:6][C:7]([C:9]1[N:10]([CH2:4][CH:3]=[CH2:2])[CH:11]=[C:12]([C:24](=[O:34])[NH:25][CH2:26][C:27]2[CH:32]=[CH:31][C:30]([F:33])=[CH:29][CH:28]=2)[C:13](=[O:23])[C:14]=1[O:15][CH2:16][C:17]1[CH:18]=[CH:19][CH:20]=[CH:21][CH:22]=1)=[O:8]. The yield is 0.830. (3) The reactants are Cl.Cl.[NH2:3][CH2:4][C@@:5]1([OH:13])[CH:10]2[CH2:11][CH2:12][N:7]([CH2:8][CH2:9]2)[CH2:6]1.C([O-])([O-])=O.[Cs+].[Cs+].[Br:20][C:21]1[CH:30]=[C:29]2[C:24]([CH:25]=[C:26]([N:31]=[C:32]=S)[N:27]=[CH:28]2)=[CH:23][CH:22]=1.C(N=C=NC(C)C)(C)C. The catalyst is CN(C)C=O. The product is [Br:20][C:21]1[CH:30]=[C:29]2[C:24]([CH:25]=[C:26]([NH:31][C:32]3[O:13][C@:5]4([CH2:4][N:3]=3)[CH:10]3[CH2:9][CH2:8][N:7]([CH2:12][CH2:11]3)[CH2:6]4)[N:27]=[CH:28]2)=[CH:23][CH:22]=1. The yield is 0.170. (4) The reactants are [N+:1]([C:4]1[CH:9]=[CH:8][C:7]([C:10]([N:12]=[C:13]=[S:14])=[O:11])=[CH:6][CH:5]=1)([O-:3])=[O:2].[CH3:15][O:16][C:17]1[CH:18]=[C:19]2[C:24](=[CH:25][C:26]=1[O:27][CH3:28])[N:23]=[CH:22][CH:21]=[C:20]2[O:29][C:30]1[CH:36]=[CH:35][C:33]([NH2:34])=[C:32]([CH3:37])[CH:31]=1.C1(C)C=CC=CC=1. The catalyst is C(O)C. The product is [CH3:15][O:16][C:17]1[CH:18]=[C:19]2[C:24](=[CH:25][C:26]=1[O:27][CH3:28])[N:23]=[CH:22][CH:21]=[C:20]2[O:29][C:30]1[CH:36]=[CH:35][C:33]([NH:34][C:13]([NH:12][C:10](=[O:11])[C:7]2[CH:6]=[CH:5][C:4]([N+:1]([O-:3])=[O:2])=[CH:9][CH:8]=2)=[S:14])=[C:32]([CH3:37])[CH:31]=1. The yield is 0.490. (5) The reactants are [CH3:1][N:2]1[CH:6]=[C:5](B2OC(C)(C)C(C)(C)O2)[CH:4]=[N:3]1.Cl[C:17]1[CH:22]=[C:21]([O:23][C:24]2[C:25]([CH2:33][CH3:34])=[N:26][C:27]([N+:30]([O-:32])=[O:31])=[CH:28][CH:29]=2)[CH:20]=[CH:19][N:18]=1.C([O-])([O-])=O.[K+].[K+]. The catalyst is O1CCOCC1.O.C1C=CC([P]([Pd]([P](C2C=CC=CC=2)(C2C=CC=CC=2)C2C=CC=CC=2)([P](C2C=CC=CC=2)(C2C=CC=CC=2)C2C=CC=CC=2)[P](C2C=CC=CC=2)(C2C=CC=CC=2)C2C=CC=CC=2)(C2C=CC=CC=2)C2C=CC=CC=2)=CC=1. The product is [CH2:33]([C:25]1[C:24]([O:23][C:21]2[CH:22]=[CH:17][N:18]=[C:19]([C:5]3[CH:4]=[N:3][N:2]([CH3:1])[CH:6]=3)[CH:20]=2)=[CH:29][CH:28]=[C:27]([N+:30]([O-:32])=[O:31])[N:26]=1)[CH3:34]. The yield is 1.00.